Regression. Given a peptide amino acid sequence and an MHC pseudo amino acid sequence, predict their binding affinity value. This is MHC class II binding data. From a dataset of Peptide-MHC class II binding affinity with 134,281 pairs from IEDB. (1) The peptide sequence is EKDVTDITVKNCVLK. The MHC is HLA-DPA10201-DPB11401 with pseudo-sequence HLA-DPA10201-DPB11401. The binding affinity (normalized) is 0.317. (2) The peptide sequence is ISEAGQAMASTEGNV. The MHC is DRB1_1501 with pseudo-sequence DRB1_1501. The binding affinity (normalized) is 0. (3) The peptide sequence is DYVRMWVQAATVMSA. The MHC is HLA-DQA10102-DQB10502 with pseudo-sequence HLA-DQA10102-DQB10502. The binding affinity (normalized) is 0.463. (4) The peptide sequence is EIPSFRWTQSLRRGL. The MHC is DRB1_0701 with pseudo-sequence DRB1_0701. The binding affinity (normalized) is 1.00. (5) The peptide sequence is GYITTNVLREILKEL. The MHC is HLA-DPA10201-DPB10501 with pseudo-sequence HLA-DPA10201-DPB10501. The binding affinity (normalized) is 0.834. (6) The peptide sequence is EEVMNIVLIALSILA. The MHC is DRB1_1302 with pseudo-sequence DRB1_1302. The binding affinity (normalized) is 0.398. (7) The peptide sequence is MSYNLLGFLQRSSNF. The MHC is DRB1_1302 with pseudo-sequence DRB1_1302. The binding affinity (normalized) is 0.345. (8) The peptide sequence is REDQRGSGQVVTYALNTF. The MHC is DRB1_0405 with pseudo-sequence DRB1_0405. The binding affinity (normalized) is 0. (9) The peptide sequence is HFFIGDFFVDHYYSE. The MHC is DRB1_0901 with pseudo-sequence DRB1_0901. The binding affinity (normalized) is 0.147. (10) The peptide sequence is VNVQTKPSLFKVRNG. The MHC is HLA-DQA10501-DQB10402 with pseudo-sequence HLA-DQA10501-DQB10402. The binding affinity (normalized) is 0.763.